The task is: Predict the reactants needed to synthesize the given product.. This data is from Full USPTO retrosynthesis dataset with 1.9M reactions from patents (1976-2016). The reactants are: [OH:1][CH:2]1[C:7]([C:11]2NC3C([CH:19]=2)=CC(C(N)=N)=CC=3)([N+:8]([O-:10])=[O:9])[CH:6]=[C:5]([C:23]2[NH:27][N:26]=[N:25][N:24]=2)[CH:4]=[C:3]1[C:28]1[CH:33]=[CH:32][CH:31]=[CH:30][CH:29]=1.[N+](C1C=C(B(O)O)C=CC=1)([O-])=[O:35].C1(C)C=CC=CC=1.C([O-])([O-])=O.[Na+].[Na+]. Given the product [OH:1][CH:2]1[C:7]([C:11](=[O:35])[CH3:19])([N+:8]([O-:10])=[O:9])[CH:6]=[C:5]([C:23]2[NH:24][N:25]=[N:26][N:27]=2)[CH:4]=[C:3]1[C:28]1[CH:33]=[CH:32][CH:31]=[CH:30][CH:29]=1, predict the reactants needed to synthesize it.